Dataset: Retrosynthesis with 50K atom-mapped reactions and 10 reaction types from USPTO. Task: Predict the reactants needed to synthesize the given product. (1) Given the product CCOC(=O)Cc1csc(-c2c(O)cccc2O)n1, predict the reactants needed to synthesize it. The reactants are: CCOC(=O)CC(=O)CCl.CCOC(=O)Cc1csc(-c2ccccc2O)n1. (2) Given the product CN(C/C=C/C(=O)O)[C@H]1CCOC1, predict the reactants needed to synthesize it. The reactants are: COC(=O)/C=C/CN(C)[C@H]1CCOC1.